Dataset: Forward reaction prediction with 1.9M reactions from USPTO patents (1976-2016). Task: Predict the product of the given reaction. (1) Given the reactants [O:1]1[C:7]23[CH2:8][CH:4]([CH2:5][CH:6]2C=C)[CH2:3][CH:2]13.C1[CH:15]2[CH:16]3[CH:20]=[CH:19][CH:18]([CH:14]2C=C1)[CH2:17]3, predict the reaction product. The product is: [C:16]12([C:2]34[O:1][C:7]53[CH2:8][CH:4]([CH2:3]4)[CH2:5][CH2:6]5)[CH2:17][CH:18]([CH2:19][CH2:20]1)[CH:14]=[CH:15]2. (2) Given the reactants C(OC(N1[C@H](C(O)=O)C(C)(C)SC1)=O)(C)(C)C.C1(OP([Cl:34])(OC2C=CC=CC=2)=O)C=CC=CC=1.CCN(CC)CC.C(N)C=C.Cl.C(OC([N:54]1[C@H:58]([C:59](=[O:64])[NH:60][CH2:61][CH:62]=[CH2:63])[C:57]([CH3:66])([CH3:65])[S:56][CH2:55]1)=O)(C)(C)C, predict the reaction product. The product is: [ClH:34].[CH2:61]([NH:60][C:59]([C@@H:58]1[C:57]([CH3:66])([CH3:65])[S:56][CH2:55][NH:54]1)=[O:64])[CH:62]=[CH2:63]. (3) Given the reactants [CH3:1][CH:2]1[CH:7]([OH:8])[CH2:6][CH2:5][CH2:4][NH:3]1.C(N(CC)C(C)C)(C)C.[C:18](O[C:18]([O:20][C:21]([CH3:24])([CH3:23])[CH3:22])=[O:19])([O:20][C:21]([CH3:24])([CH3:23])[CH3:22])=[O:19], predict the reaction product. The product is: [OH:8][CH:7]1[CH2:6][CH2:5][CH2:4][N:3]([C:18]([O:20][C:21]([CH3:24])([CH3:23])[CH3:22])=[O:19])[CH:2]1[CH3:1]. (4) The product is: [N:12]1([C:2]2[CH:11]=[CH:10][C:9]3[C:4](=[CH:5][CH:6]=[CH:7][CH:8]=3)[N:3]=2)[CH2:17][CH2:16][NH:15][CH2:14][CH2:13]1. Given the reactants Cl[C:2]1[CH:11]=[CH:10][C:9]2[C:4](=[CH:5][CH:6]=[CH:7][CH:8]=2)[N:3]=1.[NH:12]1[CH2:17][CH2:16][NH:15][CH2:14][CH2:13]1, predict the reaction product.